Dataset: Experimentally validated miRNA-target interactions with 360,000+ pairs, plus equal number of negative samples. Task: Binary Classification. Given a miRNA mature sequence and a target amino acid sequence, predict their likelihood of interaction. (1) The miRNA is hsa-miR-6797-5p with sequence AGGAGGGAAGGGGCUGAGAACAGGA. The protein sequence of the target gene is MAAGVAGWGVEAEEFEDAPDVEPLEPTLSNIIEQRSLKWIFVGGKGGVGKTTCSCSLAVQLSKGRESVLIISTDPAHNISDAFDQKFSKVPTKVKGYDNLFAMEIDPSLGVAELPDEFFEEDNMLSMGKKMMQEAMSAFPGIDEAMSYAEVMRLVKGMNFSVVVFDTAPTGHTLRLLNFPTIVERGLGRLMQIKNQISPFISQMCNMLGLGDMNADQLASKLEETLPVIRSVSEQFKDPEQTTFICVCIAEFLSLYETERLIQELAKCKIDTHNIIVNQLVFPDPEKPCKMCEARHKIQA.... Result: 1 (interaction). (2) Result: 1 (interaction). The miRNA is hsa-miR-377-3p with sequence AUCACACAAAGGCAACUUUUGU. The protein sequence of the target gene is MAGTKNKTRAQAKTEKKAAIQAKAGAEREATGVVRPVAKTRAKAKAKTGSKTDAVAEMKAVSKNKVVAETKEGALSEPKTLGKAMGDFTPKAGNESTSSTCKNEAGTDAWFWAGEEATINSWFWNGEEAGNSFSTKNDKPEIGAQVCAEELEPAAGADCKPRSGAEEEEEENVIGNWFWEGDDTSFDPNPKPVSRIVKPQPVYEINEKNRPKDWSEVTIWPNAPAVTPAVLGFRSQAPSEASPPSYIVLASAEENACSLPVATACRPSRNTRSCSQPIPECRFDSDPCIQTIDEIRRQIR....